This data is from NCI-60 drug combinations with 297,098 pairs across 59 cell lines. The task is: Regression. Given two drug SMILES strings and cell line genomic features, predict the synergy score measuring deviation from expected non-interaction effect. (1) Drug 1: CC1=C(C=C(C=C1)NC2=NC=CC(=N2)N(C)C3=CC4=NN(C(=C4C=C3)C)C)S(=O)(=O)N.Cl. Drug 2: C1CC(=O)NC(=O)C1N2C(=O)C3=CC=CC=C3C2=O. Cell line: KM12. Synergy scores: CSS=5.85, Synergy_ZIP=3.51, Synergy_Bliss=13.0, Synergy_Loewe=3.14, Synergy_HSA=4.87. (2) Cell line: NCI-H460. Drug 2: CC(C)(C#N)C1=CC(=CC(=C1)CN2C=NC=N2)C(C)(C)C#N. Drug 1: C1=CC(=CC=C1C#N)C(C2=CC=C(C=C2)C#N)N3C=NC=N3. Synergy scores: CSS=2.95, Synergy_ZIP=-0.815, Synergy_Bliss=-2.45, Synergy_Loewe=0.623, Synergy_HSA=-2.05.